This data is from Catalyst prediction with 721,799 reactions and 888 catalyst types from USPTO. The task is: Predict which catalyst facilitates the given reaction. (1) Reactant: [F:1][C:2]1[CH:10]=[CH:9][C:5]([CH2:6][NH:7][CH3:8])=[CH:4][CH:3]=1.[O-]S(C(F)(F)F)(=O)=O.[N:19]1([S:24](N2C=C[N+](C)=C2)(=[O:26])=[O:25])[CH:23]=[CH:22][N:21]=[CH:20]1. Product: [F:1][C:2]1[CH:10]=[CH:9][C:5]([CH2:6][N:7]([CH3:8])[S:24]([N:19]2[CH:23]=[CH:22][N:21]=[CH:20]2)(=[O:26])=[O:25])=[CH:4][CH:3]=1. The catalyst class is: 10. (2) Product: [C:1]([O:5][C:6](=[O:7])[NH:8][C@@H:9]([CH3:10])[C:11]([C:19]1[CH:24]=[CH:23][CH:22]=[C:21]([O:25][CH3:26])[CH:20]=1)=[O:12])([CH3:2])([CH3:3])[CH3:4]. Reactant: [C:1]([O:5][C:6]([NH:8][C@H:9]([C:11](N(OC)C)=[O:12])[CH3:10])=[O:7])([CH3:4])([CH3:3])[CH3:2].Br[Mg][C:19]1[CH:24]=[CH:23][CH:22]=[C:21]([O:25][CH3:26])[CH:20]=1. The catalyst class is: 1. (3) Reactant: Cl.[NH:2]1[CH2:7][CH2:6][C:5]2([C:15]3[C:10](=[CH:11][CH:12]=[CH:13][CH:14]=3)[C:9](=[O:16])[O:8]2)[CH2:4][CH2:3]1.[C:17]([C:25]1[CH:30]=[CH:29][C:28]([NH:31][C:32](=O)[O:33]C2C=CC=CC=2)=[CH:27][CH:26]=1)(=[O:24])[C:18]1[CH:23]=[CH:22][CH:21]=[CH:20][CH:19]=1.C(N(CC)CC)C.O. Product: [C:17]([C:25]1[CH:30]=[CH:29][C:28]([NH:31][C:32]([N:2]2[CH2:7][CH2:6][C:5]3([C:15]4[C:10](=[CH:11][CH:12]=[CH:13][CH:14]=4)[C:9](=[O:16])[O:8]3)[CH2:4][CH2:3]2)=[O:33])=[CH:27][CH:26]=1)(=[O:24])[C:18]1[CH:19]=[CH:20][CH:21]=[CH:22][CH:23]=1. The catalyst class is: 22. (4) Reactant: [CH2:1]([C:8]1[CH:9]=[C:10]([C:21](=[O:23])[CH3:22])[CH:11]=[C:12]([N:14]2[CH2:19][CH2:18][N:17]([CH3:20])[CH2:16][CH2:15]2)[CH:13]=1)[C:2]1[CH:7]=[CH:6][CH:5]=[CH:4][CH:3]=1.[CH3:24][C:25]1[CH:30]=[CH:29][N:28]=[C:27]([C:31](OC)=[O:32])[CH:26]=1.[Na].[O-]CC. Product: [CH2:1]([C:8]1[CH:9]=[C:10]([C:21](=[O:23])[CH2:22][C:31]([C:27]2[CH:26]=[C:25]([CH3:24])[CH:30]=[CH:29][N:28]=2)=[O:32])[CH:11]=[C:12]([N:14]2[CH2:19][CH2:18][N:17]([CH3:20])[CH2:16][CH2:15]2)[CH:13]=1)[C:2]1[CH:3]=[CH:4][CH:5]=[CH:6][CH:7]=1. The catalyst class is: 295. (5) Reactant: [F:1][C:2]1[CH:3]=[C:4]([CH:23]=[CH:24][CH:25]=1)[CH2:5][N:6]1[CH:11]=[CH:10][C:9]([O:12][CH2:13][C:14]2[CH:19]=[CH:18][C:17]([F:20])=[CH:16][CH:15]=2)=[C:8](I)[C:7]1=[O:22].[Li+].[Cl-].[CH3:28][Sn](C)(C)C. Product: [F:1][C:2]1[CH:3]=[C:4]([CH:23]=[CH:24][CH:25]=1)[CH2:5][N:6]1[CH:11]=[CH:10][C:9]([O:12][CH2:13][C:14]2[CH:19]=[CH:18][C:17]([F:20])=[CH:16][CH:15]=2)=[C:8]([CH3:28])[C:7]1=[O:22]. The catalyst class is: 3. (6) Reactant: [OH-].[Na+].C[O:4][C:5](=[O:39])[CH2:6][C:7]1[CH:12]=[CH:11][C:10]([C:13]2[CH:18]=[CH:17][C:16]([C:19]([CH2:37][CH3:38])([C:22]3[CH:27]=[CH:26][C:25](/[CH:28]=[CH:29]/[C:30]([CH2:34][CH3:35])([OH:33])[CH2:31][CH3:32])=[C:24]([CH3:36])[CH:23]=3)[CH2:20][CH3:21])=[CH:15][CH:14]=2)=[CH:9][CH:8]=1.[Cl-].[NH4+]. Product: [CH2:20]([C:19]([C:16]1[CH:15]=[CH:14][C:13]([C:10]2[CH:9]=[CH:8][C:7]([CH2:6][C:5]([OH:39])=[O:4])=[CH:12][CH:11]=2)=[CH:18][CH:17]=1)([C:22]1[CH:27]=[CH:26][C:25](/[CH:28]=[CH:29]/[C:30]([CH2:31][CH3:32])([OH:33])[CH2:34][CH3:35])=[C:24]([CH3:36])[CH:23]=1)[CH2:37][CH3:38])[CH3:21]. The catalyst class is: 111.